Dataset: Full USPTO retrosynthesis dataset with 1.9M reactions from patents (1976-2016). Task: Predict the reactants needed to synthesize the given product. (1) Given the product [O:18]1[CH:22]=[CH:21][CH:20]=[C:19]1[CH2:23][NH:24][C:15]([C:4]1[C:3]2[C:7](=[CH:8][CH:9]=[CH:10][C:2]=2[Cl:1])[N:6]([CH2:11][CH2:12][O:13][CH3:14])[CH:5]=1)=[O:17], predict the reactants needed to synthesize it. The reactants are: [Cl:1][C:2]1[CH:10]=[CH:9][CH:8]=[C:7]2[C:3]=1[C:4]([C:15]([OH:17])=O)=[CH:5][N:6]2[CH2:11][CH2:12][O:13][CH3:14].[O:18]1[CH:22]=[CH:21][CH:20]=[C:19]1[CH2:23][NH2:24].CCN(CC)CC.N1(O)C2C=CC=CC=2N=N1.C(Cl)CCl. (2) Given the product [CH3:17][CH:16]([CH3:18])[CH2:15][CH2:14][SiH:4]([CH:10]([CH3:12])[CH3:11])[CH:1]([CH3:3])[CH3:2], predict the reactants needed to synthesize it. The reactants are: [CH:1]([SiH:4]([CH:10]([CH3:12])[CH3:11])CC(C)(C)C)([CH3:3])[CH3:2].Br[CH2:14][CH2:15][CH:16]([CH3:18])[CH3:17]. (3) Given the product [F:39][C:15]([F:14])([CH3:38])[CH2:16][N:17]1[CH2:18][CH2:19][CH:20]([C@H:23]([N:25]2[C:33]3[C:28](=[CH:29][CH:30]=[CH:31][CH:32]=3)[C:27]([C:34]([NH:13][CH2:12][C:5]3[C:6](=[O:11])[NH:7][C:8]([CH3:10])=[CH:9][C:4]=3[O:3][CH3:2])=[O:35])=[C:26]2[CH3:37])[CH3:24])[CH2:21][CH2:22]1, predict the reactants needed to synthesize it. The reactants are: [Cl-].[CH3:2][O:3][C:4]1[CH:9]=[C:8]([CH3:10])[NH:7][C:6](=[O:11])[C:5]=1[CH2:12][NH3+:13].[F:14][C:15]([F:39])([CH3:38])[CH2:16][N:17]1[CH2:22][CH2:21][CH:20]([C@H:23]([N:25]2[C:33]3[C:28](=[CH:29][CH:30]=[CH:31][CH:32]=3)[C:27]([C:34](O)=[O:35])=[C:26]2[CH3:37])[CH3:24])[CH2:19][CH2:18]1.CCN(C(C)C)C(C)C.CCOC(C(C#N)=NOC(N1CCOCC1)=[N+](C)C)=O.F[P-](F)(F)(F)(F)F. (4) Given the product [Cl:1][C:2]1[N:7]2[N:8]=[C:9]([C:13]3[O:14][CH:15]=[CH:16][C:17]=3[CH3:18])[C:10]([CH:11]([OH:12])[C:19]#[CH:20])=[C:6]2[CH:5]=[CH:4][CH:3]=1, predict the reactants needed to synthesize it. The reactants are: [Cl:1][C:2]1[N:7]2[N:8]=[C:9]([C:13]3[O:14][CH:15]=[CH:16][C:17]=3[CH3:18])[C:10]([CH:11]=[O:12])=[C:6]2[CH:5]=[CH:4][CH:3]=1.[C:19]([Mg]Br)#[CH:20].O. (5) Given the product [N+:1]([C:4]1[CH:5]=[C:6]([CH:7]=[CH:8][CH:9]=1)[O:10][C:11]1[CH:12]=[CH:13][C:14]([C:21](=[O:23])[CH3:22])=[CH:15][CH:16]=1)([O-:3])=[O:2], predict the reactants needed to synthesize it. The reactants are: [N+:1]([C:4]1[CH:9]=[CH:8][CH:7]=[C:6]([O:10][C:11]2[CH:16]=[CH:15][CH:14]=[CH:13][CH:12]=2)[CH:5]=1)([O-:3])=[O:2].[Cl-].[Al+3].[Cl-].[Cl-].[C:21](Cl)(=[O:23])[CH3:22].Cl. (6) Given the product [CH2:1]([N:8]1[CH2:13][CH:12]2[CH2:14][CH:9]1[CH:10]([OH:19])[CH2:11]2)[C:2]1[CH:7]=[CH:6][CH:5]=[CH:4][CH:3]=1, predict the reactants needed to synthesize it. The reactants are: [CH2:1]([N:8]1[CH2:13][CH:12]2[CH2:14][CH:9]1[CH:10]=[CH:11]2)[C:2]1[CH:7]=[CH:6][CH:5]=[CH:4][CH:3]=1.B.C1C[O:19]CC1.[OH-].[Na+].OO.C([O-])([O-])=O.[K+].[K+]. (7) Given the product [CH3:9][Si:8]([CH2:7][O:6][CH2:14][CH2:15][OH:16])([CH3:11])[CH3:10], predict the reactants needed to synthesize it. The reactants are: FC(F)(F)S([O:6][CH2:7][Si:8]([CH3:11])([CH3:10])[CH3:9])(=O)=O.[CH2:14](O)[CH2:15][OH:16].